From a dataset of Catalyst prediction with 721,799 reactions and 888 catalyst types from USPTO. Predict which catalyst facilitates the given reaction. (1) Reactant: C(O[C:6](=O)[NH:7][C:8]1[C:9]([Cl:19])=[C:10]2[CH:16]=[N:15][N:14]([CH2:17][CH3:18])[C:11]2=[N:12][CH:13]=1)(C)(C)C.[H-].[Na+].IC. Product: [Cl:19][C:9]1[C:8]([NH:7][CH3:6])=[CH:13][N:12]=[C:11]2[N:14]([CH2:17][CH3:18])[N:15]=[CH:16][C:10]=12. The catalyst class is: 3. (2) Reactant: [CH2:1]([C:5]1[CH:6]=[CH:7][C:8]2[O:12][CH2:11][C:10]([CH3:14])([CH3:13])[C:9]=2[CH:15]=1)[CH:2]([CH3:4])[CH3:3].[Br-:16].[Br-].[Br-].[NH+]1C=CC=CC=1.[NH+]1C=CC=CC=1.[NH+]1C=CC=CC=1. Product: [Br:16][C:7]1[C:8]2[O:12][CH2:11][C:10]([CH3:13])([CH3:14])[C:9]=2[CH:15]=[C:5]([CH2:1][CH:2]([CH3:4])[CH3:3])[CH:6]=1. The catalyst class is: 4.